Dataset: Forward reaction prediction with 1.9M reactions from USPTO patents (1976-2016). Task: Predict the product of the given reaction. (1) Given the reactants [F:1][C:2]1[CH:7]=[C:6]([F:8])[CH:5]=[CH:4][C:3]=1[N:9]1[C:13]([C:14]2[CH:19]=[CH:18][C:17]([N+:20]([O-:22])=O)=[CH:16][CH:15]=2)=[CH:12][CH:11]=[N:10]1.[C:23]1([CH3:32])[CH:28]=[CH:27][C:26]([CH2:29]C#N)=[CH:25][CH:24]=1, predict the reaction product. The product is: [F:1][C:2]1[CH:7]=[C:6]([F:8])[CH:5]=[CH:4][C:3]=1[N:9]1[C:13]([C:14]2[CH:19]=[CH:18][C:17]3=[N:20][O:22][C:32]([C:23]4[CH:28]=[CH:27][C:26]([CH3:29])=[CH:25][CH:24]=4)=[C:16]3[CH:15]=2)=[CH:12][CH:11]=[N:10]1. (2) Given the reactants [Cl:1][C:2]1[N:10]=[CH:9][C:8]([Cl:11])=[CH:7][C:3]=1[C:4]([OH:6])=O.CN(C(ON1N=NC2C=CC=CC1=2)=[N+](C)C)C.[B-](F)(F)(F)F.CCN(C(C)C)C(C)C.Cl.[F:44][C:45]1[CH:50]=[CH:49][C:48]([F:51])=[CH:47][C:46]=1[CH2:52][CH2:53][O:54][CH2:55][C:56]([NH2:58])=[NH:57], predict the reaction product. The product is: [Cl:1][C:2]1[N:10]=[CH:9][C:8]([Cl:11])=[CH:7][C:3]=1[C:4]([NH:58][C:56](=[NH:57])[CH2:55][O:54][CH2:53][CH2:52][C:46]1[CH:47]=[C:48]([F:51])[CH:49]=[CH:50][C:45]=1[F:44])=[O:6]. (3) Given the reactants [Cl:1][C:2]1[CH:3]=[C:4]2[C:8](=[C:9]([NH:11][CH:12]3[CH2:16][CH2:15][CH2:14][CH2:13]3)[CH:10]=1)[NH:7][C:6]([C:17]1[S:18][CH2:19][C@@H:20]([CH2:22][C:23]([OH:25])=O)[N:21]=1)=[CH:5]2.[CH3:26][NH2:27], predict the reaction product. The product is: [Cl:1][C:2]1[CH:3]=[C:4]2[C:8](=[C:9]([NH:11][CH:12]3[CH2:16][CH2:15][CH2:14][CH2:13]3)[CH:10]=1)[NH:7][C:6]([C:17]1[S:18][CH2:19][C@@H:20]([CH2:22][C:23]([NH:27][CH3:26])=[O:25])[N:21]=1)=[CH:5]2. (4) Given the reactants [Mg].I[CH3:3].II.[CH3:6][O:7][C:8]1[CH:9]=[C:10]([CH:21]=[CH:22][CH:23]=1)[C:11]([C:13]1[CH:18]=[CH:17][CH:16]=[C:15]([O:19][CH3:20])[CH:14]=1)=[O:12], predict the reaction product. The product is: [CH3:20][O:19][C:15]1[CH:14]=[C:13]([C:11]([C:10]2[CH:21]=[CH:22][CH:23]=[C:8]([O:7][CH3:6])[CH:9]=2)([OH:12])[CH3:3])[CH:18]=[CH:17][CH:16]=1. (5) Given the reactants [CH3:1][C:2]1[CH:7]=[CH:6][C:5]([NH:8][C:9]([C:11]2[CH:16]=[CH:15][C:14]([N:17]([CH:25]3[CH2:29][CH2:28][NH:27][CH2:26]3)[CH2:18]C3C=CC=CC=3)=[CH:13][CH:12]=2)=[O:10])=[CH:4][C:3]=1[NH:30][C:31]1[N:36]=[C:35]([C:37]2[CH:38]=[N:39][CH:40]=[CH:41][CH:42]=2)[CH:34]=[CH:33][N:32]=1.C=O, predict the reaction product. The product is: [CH3:1][C:2]1[CH:7]=[CH:6][C:5]([NH:8][C:9]([C:11]2[CH:12]=[CH:13][C:14]([N:17]([CH3:18])[CH:25]3[CH2:29][CH2:28][NH:27][CH2:26]3)=[CH:15][CH:16]=2)=[O:10])=[CH:4][C:3]=1[NH:30][C:31]1[N:36]=[C:35]([C:37]2[CH:38]=[N:39][CH:40]=[CH:41][CH:42]=2)[CH:34]=[CH:33][N:32]=1. (6) Given the reactants [C:1]([C:3]1[CH:8]=[CH:7][C:6]([N+:9]([O-:11])=[O:10])=[CH:5][CH:4]=1)#[CH:2].[CH2:12]([O:14][C:15](=[O:19])/[CH:16]=[CH:17]\I)[CH3:13], predict the reaction product. The product is: [CH2:12]([O:14][C:15](=[O:19])[CH:16]=[CH:17][C:2]#[C:1][C:3]1[CH:4]=[CH:5][C:6]([N+:9]([O-:11])=[O:10])=[CH:7][CH:8]=1)[CH3:13]. (7) Given the reactants I[CH2:2][CH2:3][N:4]1[C:12]2[C:7](=[N:8][C:9]([O:15][CH3:16])=[C:10]([O:13][CH3:14])[CH:11]=2)[C:6]([C:17]2[N:25]([S:26]([C:29]3[CH:34]=[CH:33][C:32]([CH3:35])=[CH:31][CH:30]=3)(=[O:28])=[O:27])[C:20]3=[N:21][CH:22]=[CH:23][CH:24]=[C:19]3[CH:18]=2)=[CH:5]1.[NH:36]1[CH2:41][CH2:40][O:39][CH2:38][CH2:37]1.C([O-])([O-])=O.[K+].[K+], predict the reaction product. The product is: [CH3:16][O:15][C:9]1[N:8]=[C:7]2[C:6]([C:17]3[N:25]([S:26]([C:29]4[CH:30]=[CH:31][C:32]([CH3:35])=[CH:33][CH:34]=4)(=[O:28])=[O:27])[C:20]4=[N:21][CH:22]=[CH:23][CH:24]=[C:19]4[CH:18]=3)=[CH:5][N:4]([CH2:3][CH2:2][N:36]3[CH2:41][CH2:40][O:39][CH2:38][CH2:37]3)[C:12]2=[CH:11][C:10]=1[O:13][CH3:14]. (8) Given the reactants C([O:3][C:4]([C:6]1[S:7][C:8]([O:19][C:20]2[CH:25]=[CH:24][C:23]([OH:26])=[CH:22][CH:21]=2)=[C:9]2[C:17]3[N:16]([CH3:18])[N:15]=[CH:14][C:13]=3[CH2:12][CH2:11][C:10]=12)=O)C.Cl.Cl[CH2:29][C:30]1[CH:39]=[CH:38][C:37]2[C:32](=[CH:33][CH:34]=[CH:35][CH:36]=2)[N:31]=1.C(=O)([O-])[O-].[K+].[K+].C[N:47](C=O)C, predict the reaction product. The product is: [CH3:18][N:16]1[C:17]2[C:9]3=[C:8]([O:19][C:20]4[CH:21]=[CH:22][C:23]([O:26][CH2:29][C:30]5[CH:39]=[CH:38][C:37]6[C:32](=[CH:33][CH:34]=[CH:35][CH:36]=6)[N:31]=5)=[CH:24][CH:25]=4)[S:7][C:6]([C:4]([NH2:47])=[O:3])=[C:10]3[CH2:11][CH2:12][C:13]=2[CH:14]=[N:15]1. (9) The product is: [Br:1][C:2]1[CH:3]=[C:4]([CH:13]([CH:20]2[CH2:25][CH2:24][CH2:23][CH2:22][CH2:21]2)[OH:14])[C:5]2[O:9][CH2:8][C:7]([CH3:11])([CH3:10])[C:6]=2[CH:12]=1. Given the reactants [Br:1][C:2]1[CH:3]=[C:4]([CH:13]=[O:14])[C:5]2[O:9][CH2:8][C:7]([CH3:11])([CH3:10])[C:6]=2[CH:12]=1.C(OCC)C.[CH:20]1([Mg]Cl)[CH2:25][CH2:24][CH2:23][CH2:22][CH2:21]1.C(OCC)(=O)C, predict the reaction product.